This data is from Catalyst prediction with 721,799 reactions and 888 catalyst types from USPTO. The task is: Predict which catalyst facilitates the given reaction. (1) Reactant: [NH2:1][C:2]1[C:10]([S:11]CC2C=CC(OC)=CC=2)=[CH:9][C:5]([C:6]([O-:8])=[O:7])=[C:4]([NH:21][C:22]2[CH:27]=[CH:26][CH:25]=[CH:24][C:23]=2[F:28])[C:3]=1[F:29].[C:30](O)(C(F)(F)F)=O.C(O)=O.C(C(O)=O)CCCC. Product: [NH2:1][C:2]1[C:10]([SH:11])=[CH:9][C:5]([C:6]([O:8][CH3:30])=[O:7])=[C:4]([NH:21][C:22]2[CH:27]=[CH:26][CH:25]=[CH:24][C:23]=2[F:28])[C:3]=1[F:29]. The catalyst class is: 52. (2) Reactant: [CH2:1]([O:3][C:4](=[O:16])[CH2:5][CH2:6][CH2:7][N:8]1[CH2:13][CH2:12][O:11][C@H:10]([CH2:14][NH2:15])[CH2:9]1)[CH3:2].[NH2:17][C:18]1[C:26]([Cl:27])=[CH:25][C:21]([C:22]([OH:24])=[O:23])=[C:20]([O:28][CH2:29][CH3:30])[CH:19]=1.Cl.C(N=C=N[CH2:37][CH2:38][CH2:39][N:40]([CH3:42])C)C.[C:43](=O)(O)[O-].[Na+]. Product: [NH2:17][C:18]1[C:26]([Cl:27])=[CH:25][C:21]([C:22]([NH:15][CH2:14][C@@H:10]2[CH2:9][N:8]([CH2:7][CH2:6][CH2:5][C:4]([O:3][C@@H:1]3[CH:37]4[CH2:38][CH2:39][N:40]([CH2:42][CH2:43]4)[CH2:2]3)=[O:16])[CH2:13][CH2:12][O:11]2)=[O:24])=[C:20]([O:28][CH2:29][CH3:30])[CH:19]=1.[CH2:1]([O:3][C:4](=[O:16])[CH2:5][CH2:6][CH2:7][N:8]1[CH2:13][CH2:12][O:11][C@H:10]([CH2:14][NH:15][C:22](=[O:23])[C:21]2[CH:25]=[C:26]([Cl:27])[C:18]([NH2:17])=[CH:19][C:20]=2[O:28][CH2:29][CH3:30])[CH2:9]1)[CH3:2]. The catalyst class is: 4. (3) Reactant: [C:1]([C:5]1[O:9][C:8]([C@@H:10]2[C@@H:14]3[O:15]C(C)(C)[O:17][C@H:13]3[C@H:12]([N:20]3[CH:28]=[N:27][C:26]4[C:21]3=[N:22][CH:23]=[N:24][C:25]=4[NH:29][C:30]3[CH:35]=[CH:34][C:33]([Cl:36])=[CH:32][C:31]=3[F:37])[O:11]2)=[N:7][N:6]=1)([CH3:4])([CH3:3])[CH3:2].O. Product: [C:1]([C:5]1[O:9][C:8]([C@@H:10]2[C@@H:14]([OH:15])[C@@H:13]([OH:17])[C@H:12]([N:20]3[CH:28]=[N:27][C:26]4[C:21]3=[N:22][CH:23]=[N:24][C:25]=4[NH:29][C:30]3[CH:35]=[CH:34][C:33]([Cl:36])=[CH:32][C:31]=3[F:37])[O:11]2)=[N:7][N:6]=1)([CH3:4])([CH3:2])[CH3:3]. The catalyst class is: 55.